Dataset: Full USPTO retrosynthesis dataset with 1.9M reactions from patents (1976-2016). Task: Predict the reactants needed to synthesize the given product. Given the product [BrH:1].[BrH:1].[CH3:7][C:8]1[CH:9]=[CH:10][C:11]([NH:14][CH:15]2[CH2:20][CH2:19][NH:18][CH2:17][CH2:16]2)=[N:12][CH:13]=1, predict the reactants needed to synthesize it. The reactants are: [BrH:1].C(O)(=O)C.O.[CH3:7][C:8]1[CH:9]=[CH:10][C:11]([NH:14][CH:15]2[CH2:20][CH2:19][N:18](C(OCC)=O)[CH2:17][CH2:16]2)=[N:12][CH:13]=1.CO.